From a dataset of Forward reaction prediction with 1.9M reactions from USPTO patents (1976-2016). Predict the product of the given reaction. (1) Given the reactants [N+:1]([C:4]1[CH:19]=[CH:18][C:7]([O:8][CH2:9][CH2:10][CH2:11][CH2:12][C:13]2[S:14][CH:15]=[CH:16][CH:17]=2)=[CH:6][CH:5]=1)([O-])=O.[C:20]([NH:27][C@:28]([CH3:34])([C:31](O)=[O:32])[CH2:29][OH:30])([O:22][C:23]([CH3:26])([CH3:25])[CH3:24])=[O:21].CN(C(ON1N=NC2C=CC=NC1=2)=[N+](C)C)C.F[P-](F)(F)(F)(F)F, predict the reaction product. The product is: [S:14]1[CH:15]=[CH:16][CH:17]=[C:13]1[CH2:12][CH2:11][CH2:10][CH2:9][O:8][C:7]1[CH:18]=[CH:19][C:4]([NH:1][C:29]([C@:28]([NH:27][C:20](=[O:21])[O:22][C:23]([CH3:26])([CH3:25])[CH3:24])([CH3:34])[CH2:31][OH:32])=[O:30])=[CH:5][CH:6]=1. (2) The product is: [CH3:11][C@H:12]1[CH2:17][O:16][CH2:15][CH2:14][N:13]1[C:18]1[CH:23]=[C:22]([CH2:24][S:25]([C:28]2[CH:33]=[CH:32][CH:31]=[CH:30][N:29]=2)(=[O:26])=[O:27])[N:21]=[C:20]([C:34]2[CH:35]=[CH:36][C:37]([NH:38][C:2](=[O:3])[O:4][C:5]3[CH:10]=[CH:9][CH:8]=[CH:7][CH:6]=3)=[CH:39][CH:40]=2)[N:19]=1. Given the reactants Cl[C:2]([O:4][C:5]1[CH:10]=[CH:9][CH:8]=[CH:7][CH:6]=1)=[O:3].[CH3:11][C@H:12]1[CH2:17][O:16][CH2:15][CH2:14][N:13]1[C:18]1[CH:23]=[C:22]([CH2:24][S:25]([C:28]2[CH:33]=[CH:32][CH:31]=[CH:30][N:29]=2)(=[O:27])=[O:26])[N:21]=[C:20]([C:34]2[CH:40]=[CH:39][C:37]([NH2:38])=[CH:36][CH:35]=2)[N:19]=1.C(=O)([O-])O.[Na+], predict the reaction product.